From a dataset of Catalyst prediction with 721,799 reactions and 888 catalyst types from USPTO. Predict which catalyst facilitates the given reaction. (1) Reactant: [F:1][C:2]1[C:3]([N:17]=[CH:18][N:19]([CH3:21])[CH3:20])=[N:4][C:5]([O:8][CH2:9][C:10]2[CH:15]=[CH:14][C:13]([F:16])=[CH:12][CH:11]=2)=[N:6][CH:7]=1.N1CC[CH2:24][CH2:23]1.C12(CS(O)(=O)=O)C(C)(C)C(CC1)CC2=O. Product: [F:1][C:2]1[C:3]([N:17]=[CH:18][N:19]2[CH2:21][CH2:24][CH2:23][CH2:20]2)=[N:4][C:5]([O:8][CH2:9][C:10]2[CH:11]=[CH:12][C:13]([F:16])=[CH:14][CH:15]=2)=[N:6][CH:7]=1. The catalyst class is: 11. (2) Product: [CH3:23][N:22]1[CH2:9][CH2:3][CH2:4][CH2:5][C@@H:6]1[CH2:7][OH:27]. Reactant: NN.[C:3]1([C:9]([N:22]=[C:23]=O)(C2C=CC=CC=2)C2C=CC=CC=2)C=[CH:7][CH:6]=[CH:5][CH:4]=1.CC[OH:27]. The catalyst class is: 1. (3) Reactant: [O:1]=[C:2]1[N:8]([CH2:9][CH2:10][CH2:11][C:12]([OH:14])=O)[C:7]2[CH:15]=[CH:16][CH:17]=[CH:18][C:6]=2[C:5](=[O:19])[CH2:4][CH2:3]1.[CH2:20]([N:22]1[CH2:27][CH2:26][NH:25][CH2:24][CH2:23]1)[CH3:21].CCN=C=NCCCN(C)C.Cl.CCN(CC)CC. Product: [CH2:20]([N:22]1[CH2:27][CH2:26][N:25]([C:12](=[O:14])[CH2:11][CH2:10][CH2:9][N:8]2[C:2](=[O:1])[CH2:3][CH2:4][C:5](=[O:19])[C:6]3[CH:18]=[CH:17][CH:16]=[CH:15][C:7]2=3)[CH2:24][CH2:23]1)[CH3:21]. The catalyst class is: 7. (4) Reactant: [N:1]([CH2:4][CH:5]1[CH2:10][CH:9]([C:11]2[CH:16]=[CH:15][C:14]([C:17]([F:20])([F:19])[F:18])=[CH:13][CH:12]=2)[CH2:8][N:7]([C:21]([N:23]2[CH2:28][CH2:27][O:26][CH2:25][CH2:24]2)=[O:22])[CH2:6]1)=[N+]=[N-]. Product: [NH2:1][CH2:4][CH:5]1[CH2:10][CH:9]([C:11]2[CH:16]=[CH:15][C:14]([C:17]([F:18])([F:20])[F:19])=[CH:13][CH:12]=2)[CH2:8][N:7]([C:21]([N:23]2[CH2:28][CH2:27][O:26][CH2:25][CH2:24]2)=[O:22])[CH2:6]1. The catalyst class is: 29. (5) Reactant: [CH2:1]([N:8]1[CH2:13][CH2:12][C:11]([NH:22][C:23]2[CH:28]=[CH:27][CH:26]=[CH:25][CH:24]=2)([C:14]2[CH:19]=[CH:18][CH:17]=[C:16]([S:20][CH3:21])[N:15]=2)[CH2:10][CH2:9]1)[C:2]1[CH:7]=[CH:6][CH:5]=[CH:4][CH:3]=1.[F:29][C:30]([F:41])([F:40])[C:31](O[C:31](=[O:32])[C:30]([F:41])([F:40])[F:29])=[O:32]. Product: [CH2:1]([N:8]1[CH2:13][CH2:12][C:11]([N:22]([C:23]2[CH:28]=[CH:27][CH:26]=[CH:25][CH:24]=2)[C:31](=[O:32])[C:30]([F:41])([F:40])[F:29])([C:14]2[CH:19]=[CH:18][CH:17]=[C:16]([S:20][CH3:21])[N:15]=2)[CH2:10][CH2:9]1)[C:2]1[CH:3]=[CH:4][CH:5]=[CH:6][CH:7]=1. The catalyst class is: 7.